From a dataset of Reaction yield outcomes from USPTO patents with 853,638 reactions. Predict the reaction yield, written as a fraction of the theoretical maximum amount of product (1.0 means a 100% yield; for example, 0.34 means a 34% yield). The reactants are CC[O-].[Na+].[CH:5]([O:8][C:9]1[CH:14]=[CH:13][C:12]([N+:15]([O-:17])=[O:16])=[C:11]([CH3:18])[CH:10]=1)([CH3:7])[CH3:6].C(OCC)(=O)[C:20]([O:22]CC)=[O:21].[OH-].[Na+]. The catalyst is CCOCC.O. The product is [CH:5]([O:8][C:9]1[CH:14]=[CH:13][C:12]([N+:15]([O-:17])=[O:16])=[C:11]([CH2:18][C:20]([OH:22])=[O:21])[CH:10]=1)([CH3:7])[CH3:6]. The yield is 0.270.